Task: Predict which catalyst facilitates the given reaction.. Dataset: Catalyst prediction with 721,799 reactions and 888 catalyst types from USPTO (1) Reactant: [CH3:1][O:2][CH2:3][C:4](=[O:10])[CH2:5][C:6]([O:8][CH3:9])=[O:7].[H-].[Na+].Br[CH2:14][C:15]1[CH:20]=[CH:19][C:18]([C:21]2[C:22]([C:27]#[N:28])=[CH:23][CH:24]=[CH:25][CH:26]=2)=[CH:17][CH:16]=1. The catalyst class is: 7. Product: [C:27]([C:22]1[CH:23]=[CH:24][CH:25]=[CH:26][C:21]=1[C:18]1[CH:17]=[CH:16][C:15]([CH2:14][CH:5]([C:4](=[O:10])[CH2:3][O:2][CH3:1])[C:6]([O:8][CH3:9])=[O:7])=[CH:20][CH:19]=1)#[N:28]. (2) Reactant: [CH3:1][N:2]1[C:10]2[CH:9]=[CH:8][C:7]([C:11]([N:13]3[CH2:18][CH2:17][CH:16]([CH3:19])[CH2:15][CH2:14]3)=[O:12])=[CH:6][C:5]=2[C:4]2[CH2:20][N:21](C(OC(C)(C)C)=O)[CH2:22][CH2:23][C:3]1=2.[ClH:31]. Product: [CH3:1][N:2]1[C:10]2[CH:9]=[CH:8][C:7]([C:11]([N:13]3[CH2:18][CH2:17][CH:16]([CH3:19])[CH2:15][CH2:14]3)=[O:12])=[CH:6][C:5]=2[C:4]2[CH2:20][NH:21][CH2:22][CH2:23][C:3]1=2.[ClH:31]. The catalyst class is: 275. (3) Product: [CH:1]1([C@H:4]([C:6]2[CH:11]=[CH:10][CH:9]=[C:8]([CH:12]([CH2:13][CH3:14])[CH3:15])[C:7]=2[OH:17])[CH3:5])[CH2:3][CH2:2]1. Reactant: [CH:1]1([C@H:4]([C:6]2[CH:11]=[CH:10][CH:9]=[C:8]([C:12](O)([CH3:15])[CH2:13][CH3:14])[C:7]=2[OH:17])[CH3:5])[CH2:3][CH2:2]1.C([SiH](CC)CC)C.FC(F)(F)C(O)=O.O.O.O.[F-].C([N+](CCCC)(CCCC)CCCC)CCC. The catalyst class is: 229. (4) Reactant: [NH2:1][CH2:2][CH2:3][OH:4].Br[CH2:6][C:7]([O:9][CH2:10][CH3:11])=[O:8].C(N(CC)CC)C.[C:19](O[C:19]([O:21][C:22]([CH3:25])([CH3:24])[CH3:23])=[O:20])([O:21][C:22]([CH3:25])([CH3:24])[CH3:23])=[O:20]. Product: [CH2:10]([O:9][C:7](=[O:8])[CH2:6][N:1]([C:19]([O:21][C:22]([CH3:25])([CH3:24])[CH3:23])=[O:20])[CH2:2][CH2:3][OH:4])[CH3:11]. The catalyst class is: 207.